This data is from Full USPTO retrosynthesis dataset with 1.9M reactions from patents (1976-2016). The task is: Predict the reactants needed to synthesize the given product. (1) Given the product [ClH:15].[CH2:13]([N:3]([CH2:1][CH3:2])[CH2:4][CH2:5][C:6]1[CH:7]=[CH:8][C:9]([NH:12][C:25](=[O:26])[C:24]#[C:23][C:17]2[CH:18]=[CH:19][C:20]([Cl:22])=[CH:21][C:16]=2[Cl:15])=[CH:10][CH:11]=1)[CH3:14], predict the reactants needed to synthesize it. The reactants are: [CH2:1]([N:3]([CH2:13][CH3:14])[CH2:4][CH2:5][C:6]1[CH:11]=[CH:10][C:9]([NH2:12])=[CH:8][CH:7]=1)[CH3:2].[Cl:15][C:16]1[CH:21]=[C:20]([Cl:22])[CH:19]=[CH:18][C:17]=1[C:23]#[C:24][C:25](O)=[O:26].ClCCl.C(O)C.N. (2) Given the product [OH:1][CH:2]1[CH2:3][CH2:4][N:5]([C:8]([C:10]2[CH:11]=[CH:12][C:13]([C:32]3[CH:33]=[CH:34][C:35]4[N:36]([C:38]([C:41]5[CH:42]=[CH:43][C:44]([C:45]#[N:46])=[CH:47][CH:48]=5)=[CH:39][N:40]=4)[N:37]=3)=[CH:14][CH:15]=2)=[O:9])[CH2:6][CH2:7]1, predict the reactants needed to synthesize it. The reactants are: [OH:1][CH:2]1[CH2:7][CH2:6][N:5]([C:8]([C:10]2[CH:15]=[CH:14][C:13](B3OC(C)(C)C(C)(C)O3)=[CH:12][CH:11]=2)=[O:9])[CH2:4][CH2:3]1.C([O-])([O-])=O.[K+].[K+].Cl[C:32]1[CH:33]=[CH:34][C:35]2[N:36]([C:38]([C:41]3[CH:48]=[CH:47][C:44]([C:45]#[N:46])=[CH:43][CH:42]=3)=[CH:39][N:40]=2)[N:37]=1. (3) The reactants are: [Cl:1][C:2]1[CH:3]=[CH:4][C:5]2[N:11]3[C:12]([C:15]([F:18])([F:17])[F:16])=[N:13][N:14]=[C:10]3[C@@H:9]([CH2:19][C:20]([O:22]CC=C)=[O:21])[S:8][C@H:7]([C:26]3[C:31]([O:32][CH3:33])=[CH:30][CH:29]=[CH:28][C:27]=3[O:34][CH3:35])[C:6]=2[CH:36]=1.N1CCCC1.C1(P(C2C=CC=CC=2)C2C=CC=CC=2)C=CC=CC=1.O. Given the product [Cl:1][C:2]1[CH:3]=[CH:4][C:5]2[N:11]3[C:12]([C:15]([F:18])([F:17])[F:16])=[N:13][N:14]=[C:10]3[C@@H:9]([CH2:19][C:20]([OH:22])=[O:21])[S:8][C@H:7]([C:26]3[C:27]([O:34][CH3:35])=[CH:28][CH:29]=[CH:30][C:31]=3[O:32][CH3:33])[C:6]=2[CH:36]=1, predict the reactants needed to synthesize it. (4) Given the product [F:23][C:22]([F:25])([F:24])[C:20]([OH:26])=[O:21].[NH2:8][C@@H:9]([CH2:16][CH:17]([CH3:19])[CH3:18])/[CH:10]=[CH:11]/[C:12]([O:14][CH3:15])=[O:13], predict the reactants needed to synthesize it. The reactants are: CC(OC([NH:8][C@@H:9]([CH2:16][CH:17]([CH3:19])[CH3:18])/[CH:10]=[CH:11]/[C:12]([O:14][CH3:15])=[O:13])=O)(C)C.[C:20]([OH:26])([C:22]([F:25])([F:24])[F:23])=[O:21].